From a dataset of Reaction yield outcomes from USPTO patents with 853,638 reactions. Predict the reaction yield, written as a fraction of the theoretical maximum amount of product (1.0 means a 100% yield; for example, 0.34 means a 34% yield). The reactants are [CH2:1]([C:3]1[S:7][C:6]([C:8]([O:10]C)=[O:9])=[CH:5][C:4]=1[C:12]1[N:16]([CH3:17])[N:15]=[CH:14][CH:13]=1)[CH3:2].[Br:18]N1C(=O)CCC1=O.[OH-].[Na+]. The catalyst is O1CCCC1. The product is [Br:18][C:13]1[CH:14]=[N:15][N:16]([CH3:17])[C:12]=1[C:4]1[CH:5]=[C:6]([C:8]([OH:10])=[O:9])[S:7][C:3]=1[CH2:1][CH3:2]. The yield is 1.00.